Dataset: Catalyst prediction with 721,799 reactions and 888 catalyst types from USPTO. Task: Predict which catalyst facilitates the given reaction. (1) Reactant: [NH2:1][C:2]1[C:7]([C:8]#[N:9])=[C:6]([CH:10]2[CH2:15][CH2:14][O:13][CH2:12][CH2:11]2)[C:5]([C:16]#[N:17])=[C:4]([SH:18])[N:3]=1.Cl[CH2:20][C:21]1[N:22]=[C:23]([C:26]2[CH:31]=[CH:30][C:29]([Cl:32])=[CH:28][CH:27]=2)[S:24][CH:25]=1.C(=O)(O)[O-].[Na+]. Product: [NH2:1][C:2]1[C:7]([C:8]#[N:9])=[C:6]([CH:10]2[CH2:11][CH2:12][O:13][CH2:14][CH2:15]2)[C:5]([C:16]#[N:17])=[C:4]([S:18][CH2:20][C:21]2[N:22]=[C:23]([C:26]3[CH:31]=[CH:30][C:29]([Cl:32])=[CH:28][CH:27]=3)[S:24][CH:25]=2)[N:3]=1. The catalyst class is: 3. (2) Reactant: C[O:2][C:3](=[O:41])[CH2:4][C:5]1[CH:40]=[CH:39][CH:38]=[CH:37][C:6]=1[CH2:7][CH2:8][C:9]1[C:14]([C:15]([F:18])([F:17])[F:16])=[CH:13][N:12]=[C:11]([NH:19][C:20]2[CH:21]=[C:22]3[C:27](=[CH:28][CH:29]=2)[CH2:26][N:25]([C:30]([O:32][C:33]([CH3:36])([CH3:35])[CH3:34])=[O:31])[CH2:24][CH2:23]3)[N:10]=1.O.[OH-].[Li+:44]. Product: [C:33]([O:32][C:30]([N:25]1[CH2:24][CH2:23][C:22]2[C:27](=[CH:28][CH:29]=[C:20]([NH:19][C:11]3[N:10]=[C:9]([CH2:8][CH2:7][C:6]4[CH:37]=[CH:38][CH:39]=[CH:40][C:5]=4[CH2:4][C:3]([O-:41])=[O:2])[C:14]([C:15]([F:17])([F:16])[F:18])=[CH:13][N:12]=3)[CH:21]=2)[CH2:26]1)=[O:31])([CH3:36])([CH3:34])[CH3:35].[Li+:44]. The catalyst class is: 20.